This data is from Full USPTO retrosynthesis dataset with 1.9M reactions from patents (1976-2016). The task is: Predict the reactants needed to synthesize the given product. The reactants are: [Mg].II.Br[C:5]1[CH:6]=[CH:7][C:8]2[CH:12]=[CH:11][S:10][C:9]=2[CH:13]=1.[S:14](=[O:16])=[O:15].ClN1C(=O)CCC1=O.[NH2:25][CH:26]([C:33]1[CH:38]=[CH:37][CH:36]=[CH:35][CH:34]=1)[C:27]1[CH:32]=[CH:31][CH:30]=[CH:29][CH:28]=1. Given the product [CH:26]([NH:25][S:14]([C:5]1[CH:6]=[CH:7][C:8]2[CH:12]=[CH:11][S:10][C:9]=2[CH:13]=1)(=[O:16])=[O:15])([C:33]1[CH:34]=[CH:35][CH:36]=[CH:37][CH:38]=1)[C:27]1[CH:32]=[CH:31][CH:30]=[CH:29][CH:28]=1, predict the reactants needed to synthesize it.